From a dataset of Peptide-MHC class I binding affinity with 185,985 pairs from IEDB/IMGT. Regression. Given a peptide amino acid sequence and an MHC pseudo amino acid sequence, predict their binding affinity value. This is MHC class I binding data. (1) The peptide sequence is DMLLNVQTL. The MHC is HLA-A02:02 with pseudo-sequence HLA-A02:02. The binding affinity (normalized) is 0.177. (2) The peptide sequence is ATFEVFLAK. The MHC is HLA-A68:02 with pseudo-sequence HLA-A68:02. The binding affinity (normalized) is 0.0847.